Dataset: NCI-60 drug combinations with 297,098 pairs across 59 cell lines. Task: Regression. Given two drug SMILES strings and cell line genomic features, predict the synergy score measuring deviation from expected non-interaction effect. (1) Drug 1: CC1C(C(=O)NC(C(=O)N2CCCC2C(=O)N(CC(=O)N(C(C(=O)O1)C(C)C)C)C)C(C)C)NC(=O)C3=C4C(=C(C=C3)C)OC5=C(C(=O)C(=C(C5=N4)C(=O)NC6C(OC(=O)C(N(C(=O)CN(C(=O)C7CCCN7C(=O)C(NC6=O)C(C)C)C)C)C(C)C)C)N)C. Drug 2: C1C(C(OC1N2C=C(C(=O)NC2=O)F)CO)O. Cell line: HL-60(TB). Synergy scores: CSS=17.6, Synergy_ZIP=1.05, Synergy_Bliss=6.65, Synergy_Loewe=1.07, Synergy_HSA=3.41. (2) Drug 1: C1CN1C2=NC(=NC(=N2)N3CC3)N4CC4. Drug 2: COCCOC1=C(C=C2C(=C1)C(=NC=N2)NC3=CC=CC(=C3)C#C)OCCOC.Cl. Cell line: K-562. Synergy scores: CSS=40.6, Synergy_ZIP=-3.89, Synergy_Bliss=-7.43, Synergy_Loewe=-18.0, Synergy_HSA=-6.77. (3) Drug 1: C1CN1P(=S)(N2CC2)N3CC3. Drug 2: CCCCC(=O)OCC(=O)C1(CC(C2=C(C1)C(=C3C(=C2O)C(=O)C4=C(C3=O)C=CC=C4OC)O)OC5CC(C(C(O5)C)O)NC(=O)C(F)(F)F)O. Cell line: HOP-92. Synergy scores: CSS=64.5, Synergy_ZIP=-0.613, Synergy_Bliss=0.606, Synergy_Loewe=1.87, Synergy_HSA=4.43. (4) Drug 1: CC(CN1CC(=O)NC(=O)C1)N2CC(=O)NC(=O)C2. Drug 2: CN(C)C1=NC(=NC(=N1)N(C)C)N(C)C. Cell line: A498. Synergy scores: CSS=26.7, Synergy_ZIP=5.07, Synergy_Bliss=6.16, Synergy_Loewe=-5.64, Synergy_HSA=1.81. (5) Drug 1: COC1=NC(=NC2=C1N=CN2C3C(C(C(O3)CO)O)O)N. Drug 2: C1=NNC2=C1C(=O)NC=N2. Cell line: T-47D. Synergy scores: CSS=9.48, Synergy_ZIP=0.168, Synergy_Bliss=3.53, Synergy_Loewe=-0.0995, Synergy_HSA=1.12. (6) Drug 1: C1CCC(CC1)NC(=O)N(CCCl)N=O. Drug 2: CC=C1C(=O)NC(C(=O)OC2CC(=O)NC(C(=O)NC(CSSCCC=C2)C(=O)N1)C(C)C)C(C)C. Cell line: UO-31. Synergy scores: CSS=16.2, Synergy_ZIP=-3.12, Synergy_Bliss=3.79, Synergy_Loewe=5.30, Synergy_HSA=5.10. (7) Drug 1: COC1=NC(=NC2=C1N=CN2C3C(C(C(O3)CO)O)O)N. Drug 2: CS(=O)(=O)OCCCCOS(=O)(=O)C. Cell line: SR. Synergy scores: CSS=44.2, Synergy_ZIP=4.25, Synergy_Bliss=7.06, Synergy_Loewe=-10.5, Synergy_HSA=4.33.